Dataset: NCI-60 drug combinations with 297,098 pairs across 59 cell lines. Task: Regression. Given two drug SMILES strings and cell line genomic features, predict the synergy score measuring deviation from expected non-interaction effect. (1) Drug 1: CCC1=CC2CC(C3=C(CN(C2)C1)C4=CC=CC=C4N3)(C5=C(C=C6C(=C5)C78CCN9C7C(C=CC9)(C(C(C8N6C)(C(=O)OC)O)OC(=O)C)CC)OC)C(=O)OC.C(C(C(=O)O)O)(C(=O)O)O. Drug 2: C1CN(CCN1C(=O)CCBr)C(=O)CCBr. Cell line: SR. Synergy scores: CSS=73.8, Synergy_ZIP=-1.87, Synergy_Bliss=-2.56, Synergy_Loewe=-4.28, Synergy_HSA=-0.201. (2) Drug 1: C1CC(=O)NC(=O)C1N2CC3=C(C2=O)C=CC=C3N. Drug 2: C1=CC=C(C=C1)NC(=O)CCCCCCC(=O)NO. Cell line: SR. Synergy scores: CSS=53.3, Synergy_ZIP=2.81, Synergy_Bliss=3.69, Synergy_Loewe=6.05, Synergy_HSA=7.24. (3) Drug 1: C1=CC=C(C(=C1)C(C2=CC=C(C=C2)Cl)C(Cl)Cl)Cl. Drug 2: CC1CCCC2(C(O2)CC(NC(=O)CC(C(C(=O)C(C1O)C)(C)C)O)C(=CC3=CSC(=N3)C)C)C. Cell line: UACC-257. Synergy scores: CSS=22.7, Synergy_ZIP=1.18, Synergy_Bliss=-0.623, Synergy_Loewe=-19.2, Synergy_HSA=-1.07. (4) Drug 1: C1=CC(=CC=C1CC(C(=O)O)N)N(CCCl)CCCl.Cl. Drug 2: CC12CCC3C(C1CCC2O)C(CC4=C3C=CC(=C4)O)CCCCCCCCCS(=O)CCCC(C(F)(F)F)(F)F. Cell line: TK-10. Synergy scores: CSS=3.63, Synergy_ZIP=-2.12, Synergy_Bliss=-5.30, Synergy_Loewe=-7.87, Synergy_HSA=-7.86.